From a dataset of NCI-60 drug combinations with 297,098 pairs across 59 cell lines. Regression. Given two drug SMILES strings and cell line genomic features, predict the synergy score measuring deviation from expected non-interaction effect. (1) Drug 1: CCCCCOC(=O)NC1=NC(=O)N(C=C1F)C2C(C(C(O2)C)O)O. Drug 2: COC1=C2C(=CC3=C1OC=C3)C=CC(=O)O2. Cell line: RPMI-8226. Synergy scores: CSS=10.0, Synergy_ZIP=-5.55, Synergy_Bliss=-4.67, Synergy_Loewe=-3.41, Synergy_HSA=-2.10. (2) Drug 1: CC1=CC=C(C=C1)C2=CC(=NN2C3=CC=C(C=C3)S(=O)(=O)N)C(F)(F)F. Drug 2: CS(=O)(=O)CCNCC1=CC=C(O1)C2=CC3=C(C=C2)N=CN=C3NC4=CC(=C(C=C4)OCC5=CC(=CC=C5)F)Cl. Cell line: SK-OV-3. Synergy scores: CSS=13.5, Synergy_ZIP=-4.48, Synergy_Bliss=0.349, Synergy_Loewe=-9.35, Synergy_HSA=-1.90. (3) Drug 1: CS(=O)(=O)C1=CC(=C(C=C1)C(=O)NC2=CC(=C(C=C2)Cl)C3=CC=CC=N3)Cl. Drug 2: CC1C(C(=O)NC(C(=O)N2CCCC2C(=O)N(CC(=O)N(C(C(=O)O1)C(C)C)C)C)C(C)C)NC(=O)C3=C4C(=C(C=C3)C)OC5=C(C(=O)C(=C(C5=N4)C(=O)NC6C(OC(=O)C(N(C(=O)CN(C(=O)C7CCCN7C(=O)C(NC6=O)C(C)C)C)C)C(C)C)C)N)C. Cell line: UACC62. Synergy scores: CSS=49.3, Synergy_ZIP=24.8, Synergy_Bliss=28.3, Synergy_Loewe=27.8, Synergy_HSA=27.3. (4) Drug 1: CC1C(C(CC(O1)OC2CC(CC3=C2C(=C4C(=C3O)C(=O)C5=C(C4=O)C(=CC=C5)OC)O)(C(=O)CO)O)N)O.Cl. Drug 2: CC1C(C(CC(O1)OC2CC(CC3=C2C(=C4C(=C3O)C(=O)C5=C(C4=O)C(=CC=C5)OC)O)(C(=O)C)O)N)O.Cl. Cell line: SF-268. Synergy scores: CSS=40.0, Synergy_ZIP=2.89, Synergy_Bliss=3.17, Synergy_Loewe=-6.30, Synergy_HSA=1.31. (5) Drug 1: CC1=C(C(=CC=C1)Cl)NC(=O)C2=CN=C(S2)NC3=CC(=NC(=N3)C)N4CCN(CC4)CCO. Drug 2: CC1CC(C(C(C=C(C(C(C=CC=C(C(=O)NC2=CC(=O)C(=C(C1)C2=O)OC)C)OC)OC(=O)N)C)C)O)OC. Cell line: OVCAR3. Synergy scores: CSS=52.7, Synergy_ZIP=-5.57, Synergy_Bliss=-6.10, Synergy_Loewe=0.521, Synergy_HSA=1.67. (6) Drug 1: C1CN1P(=S)(N2CC2)N3CC3. Drug 2: CC1=C(C(=O)C2=C(C1=O)N3CC4C(C3(C2COC(=O)N)OC)N4)N. Cell line: SNB-75. Synergy scores: CSS=26.3, Synergy_ZIP=-6.52, Synergy_Bliss=0.978, Synergy_Loewe=-9.51, Synergy_HSA=3.24. (7) Drug 1: CC12CCC3C(C1CCC2=O)CC(=C)C4=CC(=O)C=CC34C. Drug 2: CC(CN1CC(=O)NC(=O)C1)N2CC(=O)NC(=O)C2. Cell line: NCI-H226. Synergy scores: CSS=24.9, Synergy_ZIP=-2.34, Synergy_Bliss=4.02, Synergy_Loewe=-3.10, Synergy_HSA=5.42.